From a dataset of Catalyst prediction with 721,799 reactions and 888 catalyst types from USPTO. Predict which catalyst facilitates the given reaction. (1) Reactant: [H-].[Na+].[CH2:3]([O:5][C:6]([C:8]1[NH:9][C:10]2[C:15]([C:16]=1[CH2:17][N:18]([CH2:25][C:26]1[CH:31]=[C:30]([C:32]([F:35])([F:34])[F:33])[CH:29]=[C:28]([C:36]([F:39])([F:38])[F:37])[CH:27]=1)[C:19]1[N:20]=[N:21][N:22]([CH3:24])[N:23]=1)=[CH:14][CH:13]=[CH:12][CH:11]=2)=[O:7])[CH3:4].[CH:40]1([C:43](Cl)=[O:44])[CH2:42][CH2:41]1. Product: [CH2:3]([O:5][C:6]([C:8]1[N:9]([C:43]([CH:40]2[CH2:42][CH2:41]2)=[O:44])[C:10]2[C:15]([C:16]=1[CH2:17][N:18]([CH2:25][C:26]1[CH:31]=[C:30]([C:32]([F:33])([F:34])[F:35])[CH:29]=[C:28]([C:36]([F:39])([F:38])[F:37])[CH:27]=1)[C:19]1[N:20]=[N:21][N:22]([CH3:24])[N:23]=1)=[CH:14][CH:13]=[CH:12][CH:11]=2)=[O:7])[CH3:4]. The catalyst class is: 3. (2) Reactant: [Br:1][C:2]1[CH:3]=[CH:4][C:5]2[N:6]([CH:9]=[C:10]([NH:12][C:13](=[O:18])[C:14]([F:17])([F:16])[F:15])[N:11]=2)[C:7]=1F.[C:19](=O)([O-])[O-:20].[K+].[K+]. The catalyst class is: 5. Product: [Br:1][C:2]1[CH:3]=[CH:4][C:5]2[N:6]([CH:9]=[C:10]([NH:12][C:13](=[O:18])[C:14]([F:17])([F:16])[F:15])[N:11]=2)[C:7]=1[O:20][CH3:19]. (3) Reactant: [N+:1]([C:4]1[CH:9]=[CH:8][C:7]([N:10]2[CH2:15][CH2:14][O:13][CH2:12][CH2:11]2)=[CH:6][C:5]=1[N:16]1[CH:20]=[CH:19][CH:18]=[N:17]1)([O-])=O. Product: [N:10]1([C:7]2[CH:8]=[CH:9][C:4]([NH2:1])=[C:5]([N:16]3[CH:20]=[CH:19][CH:18]=[N:17]3)[CH:6]=2)[CH2:15][CH2:14][O:13][CH2:12][CH2:11]1. The catalyst class is: 256. (4) Reactant: [Si]([O:8][CH2:9][C:10]([CH2:17][O:18][Si](C(C)(C)C)(C)C)([CH3:16])[C:11](=[O:15])[CH2:12][C:13]#[N:14])(C(C)(C)C)(C)C.[F-].C([N+](CCCC)(CCCC)CCCC)CCC.O. Product: [OH:8][CH2:9][C:10]([CH2:17][OH:18])([CH3:16])[C:11](=[O:15])[CH2:12][C:13]#[N:14]. The catalyst class is: 1. (5) Reactant: [Si:1]([O:8][CH2:9][CH2:10][C:11]1[N:16]=[C:15]([CH3:17])[C:14]([NH:18][C:19](=[O:27])OC2C=CC=CC=2)=[CH:13][CH:12]=1)([C:4]([CH3:7])([CH3:6])[CH3:5])([CH3:3])[CH3:2].C(N(CC)CC)C.Cl.[Cl:36][C:37]1[CH:38]=[C:39]([N:43]2[C:47]([CH2:48][NH2:49])=[CH:46][C:45]([C:50]([F:53])([F:52])[F:51])=[N:44]2)[CH:40]=[CH:41][CH:42]=1. Product: [Si:1]([O:8][CH2:9][CH2:10][C:11]1[N:16]=[C:15]([CH3:17])[C:14]([NH:18][C:19]([NH:49][CH2:48][C:47]2[N:43]([C:39]3[CH:40]=[CH:41][CH:42]=[C:37]([Cl:36])[CH:38]=3)[N:44]=[C:45]([C:50]([F:53])([F:52])[F:51])[CH:46]=2)=[O:27])=[CH:13][CH:12]=1)([C:4]([CH3:5])([CH3:6])[CH3:7])([CH3:2])[CH3:3]. The catalyst class is: 4. (6) Reactant: [S:1]1[CH:5]=[CH:4][CH:3]=[C:2]1[C:6]1[CH:11]=[CH:10][C:9]([OH:12])=[CH:8][CH:7]=1.C(N(CC)CC)C.[CH3:20][S:21](Cl)(=[O:23])=[O:22]. Product: [CH3:20][S:21]([O:12][C:9]1[CH:10]=[CH:11][C:6]([C:2]2[S:1][CH:5]=[CH:4][CH:3]=2)=[CH:7][CH:8]=1)(=[O:23])=[O:22]. The catalyst class is: 23.